This data is from Reaction yield outcomes from USPTO patents with 853,638 reactions. The task is: Predict the reaction yield, written as a fraction of the theoretical maximum amount of product (1.0 means a 100% yield; for example, 0.34 means a 34% yield). (1) The reactants are Cl[C:2]1[CH:3]=[C:4]([CH:7]=[CH:8][C:9]=1[CH3:10])[C:5]#[N:6].[C:11](=[O:14])([O-])[O-:12].[Li+].[Li+].[CH3:17]O. The catalyst is Cl[Pd]Cl.C1C=CC(P(C2C=CC=CC=2)[C-]2C=CC=C2)=CC=1.C1C=CC(P(C2C=CC=CC=2)[C-]2C=CC=C2)=CC=1.[Fe+2]. The product is [C:5]([C:4]1[CH:7]=[CH:8][C:9]([CH3:10])=[C:2]([CH:3]=1)[C:11]([O:12][CH3:17])=[O:14])#[N:6]. The yield is 0.500. (2) The reactants are Br[C:2]1[CH:3]=[C:4]([NH:11][S:12]([C:15]2[CH:20]=[CH:19][C:18]([OH:21])=[CH:17][CH:16]=2)(=[O:14])=[O:13])[C:5]([O:8][CH2:9][CH3:10])=[N:6][CH:7]=1.[B:22]1([B:22]2[O:26][C:25]([CH3:28])([CH3:27])[C:24]([CH3:30])([CH3:29])[O:23]2)[O:26][C:25]([CH3:28])([CH3:27])[C:24]([CH3:30])([CH3:29])[O:23]1.C([O-])(=O)C.[K+]. The catalyst is O1CCOCC1. The product is [CH2:9]([O:8][C:5]1[C:4]([NH:11][S:12]([C:15]2[CH:20]=[CH:19][C:18]([OH:21])=[CH:17][CH:16]=2)(=[O:14])=[O:13])=[CH:3][C:2]([B:22]2[O:26][C:25]([CH3:28])([CH3:27])[C:24]([CH3:30])([CH3:29])[O:23]2)=[CH:7][N:6]=1)[CH3:10]. The yield is 0.360. (3) The catalyst is CCCCCC.C1C=CC([P]([Pd]([P](C2C=CC=CC=2)(C2C=CC=CC=2)C2C=CC=CC=2)([P](C2C=CC=CC=2)(C2C=CC=CC=2)C2C=CC=CC=2)[P](C2C=CC=CC=2)(C2C=CC=CC=2)C2C=CC=CC=2)(C2C=CC=CC=2)C2C=CC=CC=2)=CC=1. The reactants are Br[C:2]1[S:6][C:5]([NH:7][C:8]2[CH:9]=[C:10]([NH:14][S:15]([CH3:18])(=[O:17])=[O:16])[CH:11]=[CH:12][CH:13]=2)=[N:4][CH:3]=1.CC1(C)C(C)(C)OB([C:27]2[CH:34]=[CH:33][C:30]([C:31]#[N:32])=[CH:29][CH:28]=2)O1.[Cl-].[Li+].C([O-])([O-])=O.[Na+].[Na+]. The product is [C:31]([C:30]1[CH:33]=[CH:34][C:27]([C:2]2[S:6][C:5]([NH:7][C:8]3[CH:9]=[C:10]([NH:14][S:15]([CH3:18])(=[O:17])=[O:16])[CH:11]=[CH:12][CH:13]=3)=[N:4][CH:3]=2)=[CH:28][CH:29]=1)#[N:32]. The yield is 0.890. (4) The reactants are [C:9](O[C:9]([O:11][C:12]([CH3:15])([CH3:14])[CH3:13])=[O:10])([O:11][C:12]([CH3:15])([CH3:14])[CH3:13])=[O:10].I.[NH2:17][C:18]1[C:19]([C:26]([NH:28][C:29](=[NH:32])[S:30][CH3:31])=[O:27])=[N:20][C:21]([Cl:25])=[C:22]([NH2:24])[N:23]=1. The catalyst is CN(C)C1C=CN=CC=1.C1COCC1.C(N(CC)CC)C. The product is [C:12]([O:11][C:9]([NH:32][C:29](=[N:28][C:26]([C:19]1[C:18]([NH2:17])=[N:23][C:22]([NH2:24])=[C:21]([Cl:25])[N:20]=1)=[O:27])[S:30][CH3:31])=[O:10])([CH3:13])([CH3:14])[CH3:15]. The yield is 0.320. (5) The reactants are [Cl:1][C:2]1[C:3]([O:14][CH3:15])=[CH:4][C:5]([OH:13])=[C:6]([NH:8][C:9](=[O:12])[CH2:10][CH3:11])[CH:7]=1.[N+](C1C=C(S(O[CH2:29][C@:30]2([CH3:33])[CH2:32][O:31]2)(=O)=O)C=CC=1)([O-])=O.C(=O)([O-])[O-].[Cs+].[Cs+]. The catalyst is CN(C=O)C. The product is [Cl:1][C:2]1[C:3]([O:14][CH3:15])=[CH:4][C:5]([O:13][CH2:29][C@:30]2([CH3:33])[CH2:32][O:31]2)=[C:6]([NH:8][C:9](=[O:12])[CH2:10][CH3:11])[CH:7]=1. The yield is 0.950. (6) The reactants are [Cl:1][C:2]1[CH:10]=[CH:9][C:5]2[CH2:6][CH2:7][O:8][C:4]=2[CH:3]=1.[Br:11]C1C=CC(Cl)=CC=1O.C1C(=O)N(Br)C(=O)C1.BrC1OC2C=CC(Cl)=CC=2C1. The catalyst is C(#N)C. The product is [Br:11][C:10]1[C:2]([Cl:1])=[CH:3][C:4]2[O:8][CH2:7][CH2:6][C:5]=2[CH:9]=1. The yield is 1.00. (7) The reactants are C(OC(=O)C)(=O)C.O[CH:9]([C:16]1[CH:21]=[CH:20][CH:19]=[CH:18][N:17]=1)[C:10](=[CH2:15])[C:11]([O:13][CH3:14])=[O:12]. The catalyst is C(=O)(O)[O-].[Na+]. The product is [CH:9]1[C:10]([C:11]([O:13][CH3:14])=[O:12])=[CH:15][N:17]2[C:16]=1[CH:21]=[CH:20][CH:19]=[CH:18]2. The yield is 0.350.